From a dataset of Full USPTO retrosynthesis dataset with 1.9M reactions from patents (1976-2016). Predict the reactants needed to synthesize the given product. (1) The reactants are: Cl[C:2]1[N:7]=[CH:6][N:5]=[C:4]([N:8]2[CH2:12][CH2:11][N:10]([C:13]3[CH:14]=[N:15][CH:16]=[CH:17][C:18]=3[CH:19]3[CH2:21][CH2:20]3)[C:9]2=[O:22])[CH:3]=1.[CH:23]1(B(O)O)[CH2:25][CH2:24]1.C(=O)([O-])[O-].[K+].[K+]. Given the product [CH:19]1([C:18]2[CH:17]=[CH:16][N:15]=[CH:14][C:13]=2[N:10]2[CH2:11][CH2:12][N:8]([C:4]3[CH:3]=[C:2]([CH:23]4[CH2:25][CH2:24]4)[N:7]=[CH:6][N:5]=3)[C:9]2=[O:22])[CH2:21][CH2:20]1, predict the reactants needed to synthesize it. (2) Given the product [N:1]12[CH2:10][CH:5]3[CH2:6][CH:7]([CH2:9][CH:3]([C@@H:4]3[NH:11][C:16](=[O:17])[C:15]3[CH:19]=[CH:20][CH:21]=[C:13]([Cl:12])[CH:14]=3)[CH2:2]1)[CH2:8]2, predict the reactants needed to synthesize it. The reactants are: [N:1]12[CH2:10][CH:5]3[CH2:6][CH:7]([CH2:9][CH:3]([C@@H:4]3[NH2:11])[CH2:2]1)[CH2:8]2.[Cl:12][C:13]1[CH:14]=[C:15]([CH:19]=[CH:20][CH:21]=1)[C:16](O)=[O:17].N. (3) Given the product [CH:35]([NH:38][CH:24]([CH3:25])[C:23]([NH:22][C:17]1[C:18]2[C:19](=[O:21])[C:20]3[C:11](=[CH:10][CH:9]=[CH:8][C:7]=3[NH:6][C:4](=[O:5])[CH:3]([NH:29][CH:34]([CH3:33])[CH3:39])[CH3:2])[C:12](=[O:28])[C:13]=2[CH:14]=[CH:15][CH:16]=1)=[O:27])([CH3:37])[CH3:36], predict the reactants needed to synthesize it. The reactants are: Cl[CH2:2][CH2:3][C:4]([NH:6][C:7]1[C:20]2[C:19](=[O:21])[C:18]3[C:13](=[CH:14][CH:15]=[CH:16][C:17]=3[NH:22][C:23](=[O:27])[CH2:24][CH2:25]Cl)[C:12](=[O:28])[C:11]=2[CH:10]=[CH:9][CH:8]=1)=[O:5].[N:29]1[CH:34]=[CH:33]C=CC=1.[CH:35]([NH2:38])([CH3:37])[CH3:36].[CH2:39]1COCC1. (4) The reactants are: [Cl:1][C:2]1[CH:3]=[C:4]([NH:12][C@H:13]([CH3:17])[C:14](O)=[O:15])[CH:5]=[CH:6][C:7]=1[C:8]([F:11])([F:10])[F:9]. Given the product [Cl:1][C:2]1[CH:3]=[C:4]([NH:12][C@H:13]([CH3:17])[CH2:14][OH:15])[CH:5]=[CH:6][C:7]=1[C:8]([F:11])([F:10])[F:9], predict the reactants needed to synthesize it. (5) The reactants are: [F:1][C:2]([F:44])([F:43])[C:3]1[CH:4]=[C:5]([C@H:13]2[O:17][C:16](=[O:18])[N:15]([CH2:19][C:20]3[C:25]([C:26]4[CH:27]=[C:28]([CH2:34][C:35]([O:37]C)=[O:36])[CH:29]=[CH:30][C:31]=4[O:32][CH3:33])=[CH:24][CH:23]=[C:22]([CH:39]4[CH2:41][CH2:40]4)[N:21]=3)[C@H:14]2[CH3:42])[CH:6]=[C:7]([C:9]([F:12])([F:11])[F:10])[CH:8]=1.[OH-].[K+]. Given the product [F:44][C:2]([F:1])([F:43])[C:3]1[CH:4]=[C:5]([C@H:13]2[O:17][C:16](=[O:18])[N:15]([CH2:19][C:20]3[C:25]([C:26]4[CH:27]=[C:28]([CH2:34][C:35]([OH:37])=[O:36])[CH:29]=[CH:30][C:31]=4[O:32][CH3:33])=[CH:24][CH:23]=[C:22]([CH:39]4[CH2:40][CH2:41]4)[N:21]=3)[C@H:14]2[CH3:42])[CH:6]=[C:7]([C:9]([F:11])([F:12])[F:10])[CH:8]=1, predict the reactants needed to synthesize it. (6) Given the product [Br:1][C:2]1[CH:7]=[CH:6][N:5]=[C:4]([CH:8]2[N:28]([C:22]3[CH:23]=[CH:24][C:25]([F:27])=[CH:26][C:21]=3[F:20])[N:29]=[C:10]([C:11]([F:17])([F:16])[C:12]([F:15])([F:14])[F:13])[CH2:9]2)[CH:3]=1, predict the reactants needed to synthesize it. The reactants are: [Br:1][C:2]1[CH:7]=[CH:6][N:5]=[C:4]([CH:8]=[CH:9][C:10](=O)[C:11]([F:17])([F:16])[C:12]([F:15])([F:14])[F:13])[CH:3]=1.Cl.[F:20][C:21]1[CH:26]=[C:25]([F:27])[CH:24]=[CH:23][C:22]=1[NH:28][NH2:29].N1CCCCC1. (7) Given the product [NH2:1][C:2]1[N:7]=[C:6]([N:8]2[C@H:13]([CH3:14])[CH2:12][CH2:11][C@H:10]([C:15]([NH:17][CH:18]3[CH2:23][CH2:22][CH:21]([CH2:24][CH3:25])[CH2:20][CH2:19]3)=[O:16])[CH2:9]2)[CH:5]=[C:4]([C:26]2[CH:27]=[C:28]3[C:29]([C:32]([NH2:33])=[N:47][NH:48]3)=[CH:30][CH:31]=2)[N:3]=1, predict the reactants needed to synthesize it. The reactants are: [NH2:1][C:2]1[N:7]=[C:6]([N:8]2[C@H:13]([CH3:14])[CH2:12][CH2:11][C@H:10]([C:15]([NH:17][CH:18]3[CH2:23][CH2:22][CH:21]([CH2:24][CH3:25])[CH2:20][CH2:19]3)=[O:16])[CH2:9]2)[CH:5]=[C:4]([C:26]2[CH:31]=[CH:30][C:29]([C:32]#[N:33])=[C:28](F)[CH:27]=2)[N:3]=1.CCO.CCN(C(C)C)C(C)C.[NH2:47][NH2:48]. (8) Given the product [Cl:37][C:4]1[N:5]=[CH:6][C:7]([C:8]([NH:10][C:11]2[CH:16]=[CH:15][C:14]([O:17][C:20](=[O:21])[N:19]([CH3:18])[C:23]3[CH:28]=[CH:27][CH:26]=[CH:25][CH:24]=3)=[N:13][CH:12]=2)=[O:9])=[CH:2][CH:3]=1, predict the reactants needed to synthesize it. The reactants are: Cl[C:2]1[C:7]([C:8]([NH:10][C:11]2[CH:12]=[N:13][C:14]([OH:17])=[CH:15][CH:16]=2)=[O:9])=[CH:6][N:5]=[CH:4][CH:3]=1.[CH3:18][N:19]([C:23]1[CH:28]=[CH:27][CH:26]=[CH:25][CH:24]=1)[C:20](Cl)=[O:21].N12CCN(CC1)CC2.[Cl:37]CCl. (9) Given the product [O:2]1[CH2:6][CH2:5][CH:4]([CH2:7][NH:8][C:27]([C:24]2[CH:23]=[C:22]([CH2:21][O:20][CH2:19][C:18]3[CH:30]=[CH:31][CH:32]=[C:33]([C:34]4[CH:39]=[CH:38][CH:37]=[CH:36][CH:35]=4)[C:17]=3[CH3:16])[O:26][N:25]=2)=[O:28])[CH2:3]1, predict the reactants needed to synthesize it. The reactants are: Cl.[O:2]1[CH2:6][CH2:5][CH:4]([CH2:7][NH2:8])[CH2:3]1.C(N(CC)CC)C.[CH3:16][C:17]1[C:33]([C:34]2[CH:39]=[CH:38][CH:37]=[CH:36][CH:35]=2)=[CH:32][CH:31]=[CH:30][C:18]=1[CH2:19][O:20][CH2:21][C:22]1[O:26][N:25]=[C:24]([C:27](O)=[O:28])[CH:23]=1.ON1C2C=CC=CC=2N=N1.Cl.C(N=C=NCCCN(C)C)C.Cl.